Dataset: Forward reaction prediction with 1.9M reactions from USPTO patents (1976-2016). Task: Predict the product of the given reaction. Given the reactants [CH3:1][O:2][C:3]1[CH:4]=[C:5]2[C:10](=[CH:11][C:12]=1[O:13][CH3:14])[N:9]=[CH:8][CH:7]=[C:6]2[O:15][C:16]1[CH:26]=[CH:25][C:19]([O:20][CH2:21][C:22]([OH:24])=O)=[CH:18][CH:17]=1.CCN=C=NCCCN(C)C.Cl.C1C=CC2N(O)N=NC=2C=1.[CH3:49][O:50][C:51]1[CH:56]=[CH:55][CH:54]=[C:53]([NH2:57])[CH:52]=1.C(=O)([O-])O.[Na+], predict the reaction product. The product is: [CH3:49][O:50][C:51]1[CH:52]=[C:53]([NH:57][C:22](=[O:24])[CH2:21][O:20][C:19]2[CH:25]=[CH:26][C:16]([O:15][C:6]3[C:5]4[C:10](=[CH:11][C:12]([O:13][CH3:14])=[C:3]([O:2][CH3:1])[CH:4]=4)[N:9]=[CH:8][CH:7]=3)=[CH:17][CH:18]=2)[CH:54]=[CH:55][CH:56]=1.